From a dataset of Reaction yield outcomes from USPTO patents with 853,638 reactions. Predict the reaction yield, written as a fraction of the theoretical maximum amount of product (1.0 means a 100% yield; for example, 0.34 means a 34% yield). (1) The reactants are [F:1][C:2]([F:33])([F:32])[C:3]1[CH:8]=[CH:7][C:6]([C:9]2[CH:10]=[C:11]([CH:29]=[CH:30][CH:31]=2)[CH2:12][O:13][C:14]2[CH:23]=[C:22]3[C:17]([CH:18]([CH2:24][C:25]([O:27]C)=[O:26])[CH2:19][O:20][CH2:21]3)=[CH:16][CH:15]=2)=[CH:5][CH:4]=1.[OH-].[Na+]. The catalyst is O.CCO. The product is [F:32][C:2]([F:1])([F:33])[C:3]1[CH:4]=[CH:5][C:6]([C:9]2[CH:10]=[C:11]([CH:29]=[CH:30][CH:31]=2)[CH2:12][O:13][C:14]2[CH:23]=[C:22]3[C:17]([CH:18]([CH2:24][C:25]([OH:27])=[O:26])[CH2:19][O:20][CH2:21]3)=[CH:16][CH:15]=2)=[CH:7][CH:8]=1. The yield is 0.960. (2) The reactants are [Cl:1][C:2]1[CH:3]=[C:4]([CH:27]=[CH:28][C:29]=1[O:30][CH2:31][C:32]1[CH:37]=[CH:36][CH:35]=[C:34]([F:38])[CH:33]=1)[NH:5][C:6]1[C:15]2[C:10](=[CH:11][C:12]([O:22][CH2:23][CH2:24][CH2:25]Cl)=[CH:13][C:14]=2[O:16][CH:17]2[CH2:21][CH2:20][O:19][CH2:18]2)[N:9]=[CH:8][N:7]=1.[NH:39]1[CH2:44][CH2:43][O:42][CH2:41][CH2:40]1. No catalyst specified. The product is [Cl:1][C:2]1[CH:3]=[C:4]([CH:27]=[CH:28][C:29]=1[O:30][CH2:31][C:32]1[CH:37]=[CH:36][CH:35]=[C:34]([F:38])[CH:33]=1)[NH:5][C:6]1[C:15]2[C:10](=[CH:11][C:12]([O:22][CH2:23][CH2:24][CH2:25][N:39]3[CH2:44][CH2:43][O:42][CH2:41][CH2:40]3)=[CH:13][C:14]=2[O:16][CH:17]2[CH2:21][CH2:20][O:19][CH2:18]2)[N:9]=[CH:8][N:7]=1. The yield is 0.140. (3) The reactants are [CH3:1][O:2][C:3]([C:5]1[C:9]([N+:10]([O-:12])=[O:11])=[CH:8][NH:7][N:6]=1)=[O:4].C1(C)C=CC(S(O)(=O)=O)=CC=1.[O:24]1[CH:29]=[CH:28][CH2:27][CH2:26][CH2:25]1. The catalyst is C(Cl)(Cl)Cl.CCOCC. The product is [CH3:1][O:2][C:3]([C:5]1[C:9]([N+:10]([O-:12])=[O:11])=[CH:8][N:7]([CH:25]2[CH2:26][CH2:27][CH2:28][CH2:29][O:24]2)[N:6]=1)=[O:4]. The yield is 0.950. (4) The reactants are C(#N)C.[CH2:4]([N:6]([CH2:43][CH3:44])[CH2:7][CH2:8][CH2:9][NH:10][C:11]1[N:12]=[C:13]([C:30]2[CH:31]=[C:32]([CH:39]=[CH:40][C:41]=2[CH3:42])[C:33]([NH:35][CH2:36][CH2:37][CH3:38])=[O:34])[C:14]2[CH2:19][NH:18][C:17](=[O:20])[N:16]([C:21]3[C:26]([F:27])=[CH:25][CH:24]=[CH:23][C:22]=3[F:28])[C:15]=2[N:29]=1)[CH3:5].[CH2:45]([S:51]([OH:54])(=[O:53])=[O:52])[CH2:46][S:47]([OH:50])(=[O:49])=[O:48]. The catalyst is CO. The product is [OH2:20].[CH2:45]([S:51]([OH:54])(=[O:53])=[O:52])[CH2:46][S:47]([OH:50])(=[O:49])=[O:48].[CH2:43]([N:6]([CH2:4][CH3:5])[CH2:7][CH2:8][CH2:9][NH:10][C:11]1[N:12]=[C:13]([C:30]2[CH:31]=[C:32]([CH:39]=[CH:40][C:41]=2[CH3:42])[C:33]([NH:35][CH2:36][CH2:37][CH3:38])=[O:34])[C:14]2[CH2:19][NH:18][C:17](=[O:20])[N:16]([C:21]3[C:22]([F:28])=[CH:23][CH:24]=[CH:25][C:26]=3[F:27])[C:15]=2[N:29]=1)[CH3:44]. The yield is 0.620. (5) The reactants are [C:1]([N:4]1[C:12]2[C:7](=[CH:8][C:9]([N+:13]([O-])=O)=[CH:10][CH:11]=2)[CH2:6][CH2:5]1)(=[O:3])[CH3:2].C(O)C. The catalyst is C(O)C.C1COCC1.[Pd]. The product is [C:1]([N:4]1[C:12]2[C:7](=[CH:8][C:9]([NH2:13])=[CH:10][CH:11]=2)[CH2:6][CH2:5]1)(=[O:3])[CH3:2]. The yield is 0.680. (6) The reactants are [Br:1][C:2]1[S:6][C:5]([C:7]([C:9]2[CH:14]=[CH:13][C:12]([C:15]#[C:16][C:17]3[CH:32]=[CH:31][C:20]([C:21]([O:23][CH2:24][C:25]4[CH:30]=[CH:29][CH:28]=[CH:27][CH:26]=4)=[O:22])=[CH:19][CH:18]=3)=[C:11]([N+:33]([O-])=O)[CH:10]=2)=[O:8])=[CH:4][C:3]=1[CH2:36][C:37]([O:39][CH2:40][CH3:41])=[O:38].C([O-])(O)=O.[Na+]. The catalyst is CCOC(C)=O. The product is [NH2:33][C:11]1[CH:10]=[C:9]([C:7]([C:5]2[S:6][C:2]([Br:1])=[C:3]([CH2:36][C:37]([O:39][CH2:40][CH3:41])=[O:38])[CH:4]=2)=[O:8])[CH:14]=[CH:13][C:12]=1[C:15]#[C:16][C:17]1[CH:18]=[CH:19][C:20]([C:21]([O:23][CH2:24][C:25]2[CH:30]=[CH:29][CH:28]=[CH:27][CH:26]=2)=[O:22])=[CH:31][CH:32]=1. The yield is 0.950.